From a dataset of Full USPTO retrosynthesis dataset with 1.9M reactions from patents (1976-2016). Predict the reactants needed to synthesize the given product. (1) Given the product [Cl:16][C:17]1[CH:18]=[CH:19][CH:20]=[C:21]2[C:26]=1[C:25]([OH:24])=[C:4]([C:3]([O:11][CH2:12][CH3:13])=[O:10])[C:5](=[O:7])[N:22]2[CH3:23], predict the reactants needed to synthesize it. The reactants are: [H-].[Na+].[C:3]([O:11][CH2:12][CH3:13])(=[O:10])[CH2:4][C:5]([O:7]CC)=O.O.Cl.[Cl:16][C:17]1[C:26]2[C:25](=O)[O:24][C:23](=O)[N:22](C)[C:21]=2[CH:20]=[CH:19][CH:18]=1. (2) Given the product [Cl:3][C:4]1[CH:19]=[CH:18][C:17]([S:20][CH3:21])=[CH:16][C:5]=1[C:6]([OH:8])=[O:7], predict the reactants needed to synthesize it. The reactants are: [H][H].[Cl:3][C:4]1[CH:19]=[CH:18][C:17]([S:20][CH3:21])=[CH:16][C:5]=1[C:6]([O:8]CC1C=CC=CC=1)=[O:7]. (3) Given the product [OH:24][C:23]1[C:22](=[O:25])[N:21]([CH3:26])[CH2:20][C:19]=1[C:17]([N:14]([CH2:13][C:10]1[CH:9]=[CH:8][C:7]([C:6]([OH:27])=[O:5])=[CH:12][CH:11]=1)[O:15][CH3:16])=[O:18], predict the reactants needed to synthesize it. The reactants are: C([O:5][C:6](=[O:27])[C:7]1[CH:12]=[CH:11][C:10]([CH2:13][N:14]([C:17]([C:19]2[CH2:20][N:21]([CH3:26])[C:22](=[O:25])[C:23]=2[OH:24])=[O:18])[O:15][CH3:16])=[CH:9][CH:8]=1)(C)(C)C.FC(F)(F)C(O)=O. (4) Given the product [CH:6]1([N:13]2[CH2:18][CH2:17][N:16]([C:19]([O:21][CH:22]3[C:23]([OH:56])([CH3:55])[CH2:24][CH2:25][CH:26]([OH:54])[CH2:27][C:28]([O:30][CH:31](/[C:36](/[CH3:53])=[CH:37]/[CH:38]=[CH:39]/[C:40]([OH:52])([CH3:51])[CH2:41][CH:42]4[O:50][CH:43]4[CH:44]([CH3:49])[CH:45]([OH:48])[CH2:46][CH3:47])[CH:32]([CH3:35])[CH:33]=[CH:34]3)=[O:29])=[O:20])[CH2:15][CH2:14]2)[CH2:7][CH2:8][CH2:9][CH2:10][CH2:11][CH2:12]1, predict the reactants needed to synthesize it. The reactants are: O1CCCC1.[CH:6]1([N:13]2[CH2:18][CH2:17][N:16]([C:19]([O:21][CH:22]3[C:23]([O:56]C(OCC)C)([CH3:55])[CH2:24][CH2:25][CH:26]([OH:54])[CH2:27][C:28]([O:30][CH:31](/[C:36](/[CH3:53])=[CH:37]/[CH:38]=[CH:39]/[C:40]([OH:52])([CH3:51])[CH2:41][CH:42]4[O:50][CH:43]4[CH:44]([CH3:49])[CH:45]([OH:48])[CH2:46][CH3:47])[CH:32]([CH3:35])[CH:33]=[CH:34]3)=[O:29])=[O:20])[CH2:15][CH2:14]2)[CH2:12][CH2:11][CH2:10][CH2:9][CH2:8][CH2:7]1.C1(C)C=CC(S([O-])(=O)=O)=CC=1.[NH+]1C=CC=CC=1.C(=O)(O)[O-].[Na+]. (5) Given the product [CH3:22][C:21]1[CH:20]=[CH:19][C:15]([C:16]2[O:18][N:38]=[C:37]([N:39]3[CH2:44][CH2:43][O:42][CH2:41][CH2:40]3)[N:36]=2)=[CH:14][C:13]=1[NH:12][C:10]([C:3]1[N:4]2[CH:9]=[CH:8][CH:7]=[CH:6][C:5]2=[N:1][CH:2]=1)=[O:11], predict the reactants needed to synthesize it. The reactants are: [N:1]1[CH:2]=[C:3]([C:10]([NH:12][C:13]2[CH:14]=[C:15]([CH:19]=[CH:20][C:21]=2[CH3:22])[C:16]([OH:18])=O)=[O:11])[N:4]2[CH:9]=[CH:8][CH:7]=[CH:6][C:5]=12.C(N1C=CN=C1)(N1C=CN=C1)=O.O[N:36]=[C:37]([N:39]1[CH2:44][CH2:43][O:42][CH2:41][CH2:40]1)[NH2:38]. (6) Given the product [Br:1][C:2]1[CH:7]=[CH:6][C:5]([F:8])=[C:4]([NH2:9])[CH:3]=1, predict the reactants needed to synthesize it. The reactants are: [Br:1][C:2]1[CH:7]=[CH:6][C:5]([F:8])=[C:4]([N+:9]([O-])=O)[CH:3]=1.Cl[Sn]Cl. (7) Given the product [CH3:1][O:2][C:3](=[O:30])[C:4]1[CH:9]=[C:8]([C:10](=[O:26])[C:11]2[CH:16]=[CH:15][C:14]([N:17]([C:19]3[CH:24]=[CH:23][C:22]([Cl:25])=[CH:21][CH:20]=3)[CH3:18])=[CH:13][N:12]=2)[CH:7]=[CH:6][C:5]=1[NH2:27], predict the reactants needed to synthesize it. The reactants are: [CH3:1][O:2][C:3](=[O:30])[C:4]1[CH:9]=[C:8]([C:10](=[O:26])[C:11]2[CH:16]=[CH:15][C:14]([N:17]([C:19]3[CH:24]=[CH:23][C:22]([Cl:25])=[CH:21][CH:20]=3)[CH3:18])=[CH:13][N:12]=2)[CH:7]=[CH:6][C:5]=1[N:27]=[N+]=[N-].